From a dataset of HIV replication inhibition screening data with 41,000+ compounds from the AIDS Antiviral Screen. Binary Classification. Given a drug SMILES string, predict its activity (active/inactive) in a high-throughput screening assay against a specified biological target. (1) The molecule is O=[N+]([O-])c1cc2nc(-c3ccccc3)nc(O)c2cc1C(Cl)=Cc1ccccc1. The result is 0 (inactive). (2) The compound is C=C1c2[nH]c3ccccc3c2CC(C(=O)O)N1C(O)c1ccc(S(=O)(=O)O)cc1. The result is 0 (inactive). (3) The compound is c1cc2c(cnc3cscc32)s1. The result is 0 (inactive). (4) The drug is COc1ccc2c(c1)CCC1=C2CCS1(=O)=O. The result is 0 (inactive).